Dataset: Forward reaction prediction with 1.9M reactions from USPTO patents (1976-2016). Task: Predict the product of the given reaction. Given the reactants [CH:1]12[CH2:10][CH:5]3[CH2:6][CH:7]([CH2:9][CH:3]([CH2:4]3)[CH:2]1[N:11]1[CH:15]=[C:14]([CH:16]([CH3:18])[CH3:17])[NH:13][C:12]1=[O:19])[CH2:8]2.[H-].[Na+].Br[CH2:23][CH:24]1[CH2:26][CH2:25]1.[Na+].[Cl-], predict the reaction product. The product is: [CH:1]12[CH2:8][CH:7]3[CH2:6][CH:5]([CH2:4][CH:3]([CH2:9]3)[CH:2]1[N:11]1[CH:15]=[C:14]([CH:16]([CH3:17])[CH3:18])[N:13]([CH2:23][CH:24]3[CH2:26][CH2:25]3)[C:12]1=[O:19])[CH2:10]2.